This data is from Catalyst prediction with 721,799 reactions and 888 catalyst types from USPTO. The task is: Predict which catalyst facilitates the given reaction. (1) Reactant: [C:1]([C:3]1[CH:8]=[CH:7][C:6]([NH:9][C:10](=[O:32])[CH2:11][S:12][CH2:13][C:14]([NH:16][C:17]2[CH:18]=[CH:19][C:20]3[N:21]([CH2:30][CH3:31])[C:22]4[C:27]([C:28]=3[CH:29]=2)=[CH:26][CH:25]=[CH:24][CH:23]=4)=[O:15])=[CH:5][CH:4]=1)#[N:2].C(#N)C.I([O-])(=O)(=O)=[O:37].[Na+].S([O-])([O-])(=O)=S.[Na+].[Na+]. Product: [C:1]([C:3]1[CH:8]=[CH:7][C:6]([NH:9][C:10](=[O:32])[CH2:11][S:12]([CH2:13][C:14]([NH:16][C:17]2[CH:18]=[CH:19][C:20]3[N:21]([CH2:30][CH3:31])[C:22]4[C:27]([C:28]=3[CH:29]=2)=[CH:26][CH:25]=[CH:24][CH:23]=4)=[O:15])=[O:37])=[CH:5][CH:4]=1)#[N:2]. The catalyst class is: 6. (2) Reactant: [CH3:1][C:2]1([CH3:28])[CH2:7][CH:6]([NH:8][C:9]2[N:14]=[C:13]([C:15]3[CH:20]=[CH:19][C:18]([CH2:21][CH2:22][CH:23]([OH:25])[CH3:24])=[CH:17][CH:16]=3)[CH:12]=[CH:11][N:10]=2)[CH2:5][C:4]([CH3:27])([CH3:26])[NH:3]1.[C:29]1([CH3:39])[CH:34]=[CH:33][C:32]([S:35](Cl)(=[O:37])=[O:36])=[CH:31][CH:30]=1. Product: [CH3:24][CH:23]([O:25][S:35]([C:32]1[CH:33]=[CH:34][C:29]([CH3:39])=[CH:30][CH:31]=1)(=[O:37])=[O:36])[CH2:22][CH2:21][C:18]1[CH:19]=[CH:20][C:15]([C:13]2[CH:12]=[CH:11][N:10]=[C:9]([NH:8][CH:6]3[CH2:5][C:4]([CH3:27])([CH3:26])[NH:3][C:2]([CH3:1])([CH3:28])[CH2:7]3)[N:14]=2)=[CH:16][CH:17]=1. The catalyst class is: 17.